From a dataset of Forward reaction prediction with 1.9M reactions from USPTO patents (1976-2016). Predict the product of the given reaction. (1) Given the reactants [Cl:1][C:2]1[CH:3]=[C:4]2[C:10]([C:11]3[N:16]=[C:15]([NH:17][C@H:18]4[CH2:23][CH2:22][CH2:21][C@@:20]([CH2:25][C:26](O)=[O:27])([OH:24])[CH2:19]4)[C:14]([F:29])=[CH:13][N:12]=3)=[CH:9][NH:8][C:5]2=[N:6][CH:7]=1.[CH3:30][N:31](C(ON1N=NC2C=CC=NC1=2)=[N+](C)C)C.F[P-](F)(F)(F)(F)F.CN.CCN(C(C)C)C(C)C, predict the reaction product. The product is: [Cl:1][C:2]1[CH:3]=[C:4]2[C:10]([C:11]3[N:16]=[C:15]([NH:17][C@H:18]4[CH2:23][CH2:22][CH2:21][C@@:20]([CH2:25][C:26]([NH:31][CH3:30])=[O:27])([OH:24])[CH2:19]4)[C:14]([F:29])=[CH:13][N:12]=3)=[CH:9][NH:8][C:5]2=[N:6][CH:7]=1. (2) Given the reactants [CH3:1][O:2][C:3]1[CH:12]=[C:11]2[C:6]([CH2:7][CH2:8][C:9](=O)[C:10]2([CH3:14])[CH3:13])=[CH:5][CH:4]=1.[C:16]([C:18]1[CH:19]=[C:20]([NH:25]N)[CH:21]=[CH:22][C:23]=1[F:24])#[N:17], predict the reaction product. The product is: [F:24][C:23]1[CH:22]=[C:21]2[C:20](=[CH:19][C:18]=1[C:16]#[N:17])[NH:25][C:9]1[C:10]([CH3:14])([CH3:13])[C:11]3[CH:12]=[C:3]([O:2][CH3:1])[CH:4]=[CH:5][C:6]=3[CH2:7][C:8]2=1. (3) The product is: [CH3:2][O:3][C:4](=[O:13])[NH:5][C@H:6]1[C@@H:11]([CH3:12])[CH2:10][CH2:9][N:8]([CH2:14][C:15]2[CH:20]=[CH:19][CH:18]=[CH:17][CH:16]=2)[CH2:7]1. Given the reactants Cl.[CH3:2][O:3][C:4](=[O:13])[NH:5][C@H:6]1[C@@H:11]([CH3:12])[CH2:10][CH2:9][NH:8][CH2:7]1.[CH:14](=O)[C:15]1[CH:20]=[CH:19][CH:18]=[CH:17][CH:16]=1.C(N(C(C)C)CC)(C)C.C(O[BH-](OC(=O)C)OC(=O)C)(=O)C.[Na+], predict the reaction product. (4) Given the reactants [C:1]1(/[CH:7]=[CH:8]/[C:9]2[CH:14]=[CH:13][CH:12]=[CH:11][CH:10]=2)[CH:6]=[CH:5][CH:4]=[CH:3][CH:2]=1.[OH:15]OS([O-])=O.[K+].C([O-])([O-])=O.[K+].[K+], predict the reaction product. The product is: [CH:4]1[CH:3]=[CH:2][C:1]([C@H:7]2[O:15][C@@H:8]2[C:9]2[CH:10]=[CH:11][CH:12]=[CH:13][CH:14]=2)=[CH:6][CH:5]=1. (5) Given the reactants C([Li])CCC.C([Mg]Cl)CCC.Br[C:13]1[CH:18]=[CH:17][CH:16]=[C:15]([Br:19])[N:14]=1.CN(C)[CH:22]=[O:23], predict the reaction product. The product is: [Br:19][C:15]1[N:14]=[C:13]([CH:22]=[O:23])[CH:18]=[CH:17][CH:16]=1. (6) The product is: [CH2:17]([NH:24][C:25]([NH:16][C:11]1[C:12]([CH3:15])=[N:13][O:14][C:10]=1[C:7]1[CH:6]=[CH:5][C:4]([Br:3])=[CH:9][CH:8]=1)=[O:26])[C:18]1[CH:23]=[CH:22][CH:21]=[CH:20][CH:19]=1. Given the reactants [H-].[Na+].[Br:3][C:4]1[CH:9]=[CH:8][C:7]([C:10]2[O:14][N:13]=[C:12]([CH3:15])[C:11]=2[NH2:16])=[CH:6][CH:5]=1.[CH2:17]([N:24]=[C:25]=[O:26])[C:18]1[CH:23]=[CH:22][CH:21]=[CH:20][CH:19]=1, predict the reaction product. (7) Given the reactants [CH3:1][O:2][C:3]1[CH:8]=[CH:7][C:6]([S:9]([N:12]2[CH2:17][CH2:16][CH2:15][CH2:14][CH2:13]2)(=[O:11])=[O:10])=[CH:5][C:4]=1[NH2:18].C(OC1C=CC=CC=1N=[C:30]=[S:31])(C)C, predict the reaction product. The product is: [N:18]([C:4]1[CH:5]=[C:6]([S:9]([N:12]2[CH2:13][CH2:14][CH2:15][CH2:16][CH2:17]2)(=[O:10])=[O:11])[CH:7]=[CH:8][C:3]=1[O:2][CH3:1])=[C:30]=[S:31].